Dataset: Retrosynthesis with 50K atom-mapped reactions and 10 reaction types from USPTO. Task: Predict the reactants needed to synthesize the given product. (1) Given the product Cc1cc(C(C[C@@H](c2ccccc2)c2ccc(Cl)cc2C)=NO)ccn1, predict the reactants needed to synthesize it. The reactants are: Cc1cc(C(=O)C[C@@H](c2ccccc2)c2ccc(Cl)cc2C)ccn1.NO. (2) Given the product CCN1CCN(Cc2ccc(N)cc2C(F)(F)F)CC1, predict the reactants needed to synthesize it. The reactants are: CCN1CCN(C(=O)c2ccc(N)cc2C(F)(F)F)CC1.